This data is from Full USPTO retrosynthesis dataset with 1.9M reactions from patents (1976-2016). The task is: Predict the reactants needed to synthesize the given product. (1) Given the product [C:1]([O:5][C:6]([N:8]1[CH2:13][CH2:12][CH:11]([NH:14][CH:16]2[CH:17]3[CH2:23][CH:21]4[CH2:20][CH:19]([CH2:24][CH:15]2[CH2:22]4)[CH2:18]3)[CH2:10][CH2:9]1)=[O:7])([CH3:4])([CH3:2])[CH3:3], predict the reactants needed to synthesize it. The reactants are: [C:1]([O:5][C:6]([N:8]1[CH2:13][CH2:12][CH:11]([NH2:14])[CH2:10][CH2:9]1)=[O:7])([CH3:4])([CH3:3])[CH3:2].[CH:15]12[CH2:24][CH:19]3[CH2:20][CH:21]([CH2:23][CH:17]([CH2:18]3)[C:16]1=O)[CH2:22]2.[BH4-].[Na+]. (2) Given the product [Cl:1][C:2]1[CH:7]=[CH:6][C:5]([O:8][C:9]2[CH:16]=[CH:15][C:12]([CH2:13][OH:14])=[CH:11][CH:10]=2)=[CH:4][C:3]=1[C:17]([F:18])([F:19])[F:20], predict the reactants needed to synthesize it. The reactants are: [Cl:1][C:2]1[CH:7]=[CH:6][C:5]([O:8][C:9]2[CH:16]=[CH:15][C:12]([CH:13]=[O:14])=[CH:11][CH:10]=2)=[CH:4][C:3]=1[C:17]([F:20])([F:19])[F:18].[BH4-].[Na+]. (3) Given the product [Br:21][CH2:1][C:2]1[C:7]2[N:8]=[C:9]([C:11]3[CH:16]=[CH:15][C:14]([O:17][CH3:18])=[CH:13][CH:12]=3)[S:10][C:6]=2[CH:5]=[C:4]([O:19][CH3:20])[CH:3]=1, predict the reactants needed to synthesize it. The reactants are: [CH3:1][C:2]1[C:7]2[N:8]=[C:9]([C:11]3[CH:16]=[CH:15][C:14]([O:17][CH3:18])=[CH:13][CH:12]=3)[S:10][C:6]=2[CH:5]=[C:4]([O:19][CH3:20])[CH:3]=1.[Br:21]N1C(=O)CCC1=O. (4) Given the product [CH:3]1([C:9]([N:11]([C:12]2[CH:17]=[CH:16][C:15]([N+:18]([O-:20])=[O:19])=[C:14]([F:21])[CH:13]=2)[CH3:22])=[O:10])[CH2:4][CH2:5][CH2:6][CH2:7][CH2:8]1, predict the reactants needed to synthesize it. The reactants are: [H-].[Na+].[CH:3]1([C:9]([NH:11][C:12]2[CH:17]=[CH:16][C:15]([N+:18]([O-:20])=[O:19])=[C:14]([F:21])[CH:13]=2)=[O:10])[CH2:8][CH2:7][CH2:6][CH2:5][CH2:4]1.[CH3:22]I. (5) Given the product [CH:14]([O:13][C:11]1[CH:12]=[C:7]([B:26]([OH:27])[OH:25])[CH:8]=[N:9][CH:10]=1)([CH3:16])[CH3:15], predict the reactants needed to synthesize it. The reactants are: C([Li])CCC.Br[C:7]1[CH:8]=[N:9][CH:10]=[C:11]([O:13][CH:14]([CH3:16])[CH3:15])[CH:12]=1.C1COCC1.C([O:25][B:26](OC(C)C)[O:27]C(C)C)(C)C.